Dataset: NCI-60 drug combinations with 297,098 pairs across 59 cell lines. Task: Regression. Given two drug SMILES strings and cell line genomic features, predict the synergy score measuring deviation from expected non-interaction effect. (1) Drug 1: CC1=CC2C(CCC3(C2CCC3(C(=O)C)OC(=O)C)C)C4(C1=CC(=O)CC4)C. Drug 2: COCCOC1=C(C=C2C(=C1)C(=NC=N2)NC3=CC=CC(=C3)C#C)OCCOC.Cl. Cell line: U251. Synergy scores: CSS=0.392, Synergy_ZIP=-1.09, Synergy_Bliss=-2.90, Synergy_Loewe=-2.21, Synergy_HSA=-2.16. (2) Drug 1: CC1=C2C(C(=O)C3(C(CC4C(C3C(C(C2(C)C)(CC1OC(=O)C(C(C5=CC=CC=C5)NC(=O)C6=CC=CC=C6)O)O)OC(=O)C7=CC=CC=C7)(CO4)OC(=O)C)O)C)OC(=O)C. Drug 2: C(=O)(N)NO. Cell line: A549. Synergy scores: CSS=43.5, Synergy_ZIP=13.8, Synergy_Bliss=12.0, Synergy_Loewe=-17.4, Synergy_HSA=13.7. (3) Drug 1: CN(C)N=NC1=C(NC=N1)C(=O)N. Drug 2: CCC1(CC2CC(C3=C(CCN(C2)C1)C4=CC=CC=C4N3)(C5=C(C=C6C(=C5)C78CCN9C7C(C=CC9)(C(C(C8N6C)(C(=O)OC)O)OC(=O)C)CC)OC)C(=O)OC)O.OS(=O)(=O)O. Cell line: RXF 393. Synergy scores: CSS=21.5, Synergy_ZIP=-7.11, Synergy_Bliss=-4.03, Synergy_Loewe=-67.1, Synergy_HSA=-3.53. (4) Drug 1: C1=CC(=C2C(=C1NCCNCCO)C(=O)C3=C(C=CC(=C3C2=O)O)O)NCCNCCO. Drug 2: CC1=C2C(C(=O)C3(C(CC4C(C3C(C(C2(C)C)(CC1OC(=O)C(C(C5=CC=CC=C5)NC(=O)OC(C)(C)C)O)O)OC(=O)C6=CC=CC=C6)(CO4)OC(=O)C)O)C)O. Cell line: NCI/ADR-RES. Synergy scores: CSS=4.44, Synergy_ZIP=-1.48, Synergy_Bliss=3.49, Synergy_Loewe=2.68, Synergy_HSA=2.42. (5) Drug 2: C1C(C(OC1N2C=NC3=C2NC=NCC3O)CO)O. Synergy scores: CSS=1.75, Synergy_ZIP=-0.369, Synergy_Bliss=-1.14, Synergy_Loewe=-0.167, Synergy_HSA=-1.47. Drug 1: C1=CC=C(C(=C1)C(C2=CC=C(C=C2)Cl)C(Cl)Cl)Cl. Cell line: 786-0. (6) Drug 1: CC1=C(C(=CC=C1)Cl)NC(=O)C2=CN=C(S2)NC3=CC(=NC(=N3)C)N4CCN(CC4)CCO. Drug 2: C1=NC2=C(N1)C(=S)N=CN2. Cell line: HCT116. Synergy scores: CSS=20.5, Synergy_ZIP=23.5, Synergy_Bliss=30.8, Synergy_Loewe=-6.29, Synergy_HSA=-2.13.